The task is: Binary Classification. Given a T-cell receptor sequence (or CDR3 region) and an epitope sequence, predict whether binding occurs between them.. This data is from TCR-epitope binding with 47,182 pairs between 192 epitopes and 23,139 TCRs. (1) The TCR CDR3 sequence is CASSQDSGSLNEQFF. Result: 0 (the TCR does not bind to the epitope). The epitope is TLDSKTQSL. (2) The epitope is EILDITPCSF. Result: 1 (the TCR binds to the epitope). The TCR CDR3 sequence is CSVSELEVPDTQYF. (3) The epitope is FLKEKGGL. The TCR CDR3 sequence is CASSPPGGVNYGYTF. Result: 0 (the TCR does not bind to the epitope). (4) The epitope is RLRPGGKKK. The TCR CDR3 sequence is CAISEPQLSYTDTQYF. Result: 0 (the TCR does not bind to the epitope). (5) The epitope is SQASSRSSSR. The TCR CDR3 sequence is CASSLLDEQYF. Result: 1 (the TCR binds to the epitope). (6) The epitope is RQLLFVVEV. The TCR CDR3 sequence is CASSLASGRSNEQFF. Result: 1 (the TCR binds to the epitope). (7) The epitope is KAYNVTQAF. The TCR CDR3 sequence is CASSYVDATYNEQFF. Result: 1 (the TCR binds to the epitope). (8) The epitope is AVFDRKSDAK. The TCR CDR3 sequence is CASGFGGDRPDRRAEAFF. Result: 1 (the TCR binds to the epitope). (9) The epitope is RAKFKQLL. The TCR CDR3 sequence is CASSLTGGMREQYF. Result: 1 (the TCR binds to the epitope). (10) The epitope is KLSALGINAV. The TCR CDR3 sequence is CASSQARGVAQPQHF. Result: 0 (the TCR does not bind to the epitope).